This data is from Reaction yield outcomes from USPTO patents with 853,638 reactions. The task is: Predict the reaction yield, written as a fraction of the theoretical maximum amount of product (1.0 means a 100% yield; for example, 0.34 means a 34% yield). (1) The catalyst is C(Cl)Cl. The yield is 1.11. The reactants are [CH:1]([N:4]1[CH:12]=[N:11][C:10]2[C:5]1=[N:6][C:7]([N:27]1[CH2:31][CH2:30][C@H:29]([NH:32]C(=O)OC(C)(C)C)[CH2:28]1)=[N:8][C:9]=2[NH:13][C:14]1[CH:19]=[CH:18][C:17]([N:20]2[CH2:25][CH2:24][N:23]([CH3:26])[CH2:22][CH2:21]2)=[CH:16][CH:15]=1)([CH3:3])[CH3:2].C(O)(C(F)(F)F)=O.O. The product is [NH2:32][C@H:29]1[CH2:30][CH2:31][N:27]([C:7]2[N:6]=[C:5]3[C:10]([N:11]=[CH:12][N:4]3[CH:1]([CH3:3])[CH3:2])=[C:9]([NH:13][C:14]3[CH:15]=[CH:16][C:17]([N:20]4[CH2:25][CH2:24][N:23]([CH3:26])[CH2:22][CH2:21]4)=[CH:18][CH:19]=3)[N:8]=2)[CH2:28]1. (2) The reactants are Br[C:2]1[CH:3]=[C:4]2[C:9](=[CH:10][CH:11]=1)[N:8]([C:12]1[C:16]3[CH2:17][N:18]([C:21](=[O:23])[CH3:22])[CH2:19][CH2:20][C:15]=3[N:14]([C@H:24]3[CH2:28][CH2:27][O:26][CH2:25]3)[N:13]=1)[CH2:7][CH2:6][CH2:5]2.[F:29][C:30]1[CH:35]=[CH:34][C:33](B2OC(C)(C)C(C)(C)O2)=[CH:32][N:31]=1.C([O-])([O-])=O.[Na+].[Na+]. The catalyst is O1CCOCC1.O.C1C=CC(P(C2C=CC=CC=2)[C-]2C=CC=C2)=CC=1.C1C=CC(P(C2C=CC=CC=2)[C-]2C=CC=C2)=CC=1.Cl[Pd]Cl.[Fe+2]. The product is [F:29][C:30]1[N:31]=[CH:32][C:33]([C:2]2[CH:3]=[C:4]3[C:9](=[CH:10][CH:11]=2)[N:8]([C:12]2[C:16]4[CH2:17][N:18]([C:21](=[O:23])[CH3:22])[CH2:19][CH2:20][C:15]=4[N:14]([C@H:24]4[CH2:28][CH2:27][O:26][CH2:25]4)[N:13]=2)[CH2:7][CH2:6][CH2:5]3)=[CH:34][CH:35]=1. The yield is 0.730.